From a dataset of Cav3 T-type calcium channel HTS with 100,875 compounds. Binary Classification. Given a drug SMILES string, predict its activity (active/inactive) in a high-throughput screening assay against a specified biological target. (1) The compound is O(c1c2c(ccc1)cccc2)C(=O)c1occc1. The result is 0 (inactive). (2) The compound is S1C([N+](/[O-])=C\c2ccc(cc2)C)C(N(C1=S)C)(C)C. The result is 0 (inactive). (3) The result is 0 (inactive). The molecule is N1(CCN(CC1)c1ncccc1)c1n2nc(c(c2nc(c1)C(C)C)c1ccccc1)C. (4) The molecule is S(=O)(=O)(NNC(=O)COc1ccc(C(C)(C)C)cc1)c1ccc(NC(=O)C)cc1. The result is 0 (inactive). (5) The molecule is S(=O)(=O)(Nc1c(C(=O)c2ccccc2)cccc1)C. The result is 0 (inactive).